From a dataset of Catalyst prediction with 721,799 reactions and 888 catalyst types from USPTO. Predict which catalyst facilitates the given reaction. Reactant: [C:1]([OH:10])(=[O:9])[C@@H:2]([C@H:4]([C:6]([OH:8])=[O:7])[OH:5])[OH:3].[CH:11]1([CH2:14][N:15]([CH:22]([C:24]2[CH:29]=[CH:28][C:27]([F:30])=[CH:26][C:25]=2[C:31]([F:34])([F:33])[F:32])[CH3:23])[CH:16]2[CH2:21][CH2:20][NH:19][CH2:18][CH2:17]2)[CH2:13][CH2:12]1. Product: [C:6]([C@@H:4]([C@H:2]([C:1]([OH:10])=[O:9])[OH:3])[OH:5])([OH:8])=[O:7].[F:30][C:27]1[CH:28]=[CH:29][C:24]([CH:22]([N:15]([CH2:14][CH:11]2[CH2:13][CH2:12]2)[CH:16]2[CH2:21][CH2:20][NH:19][CH2:18][CH2:17]2)[CH3:23])=[C:25]([C:31]([F:34])([F:32])[F:33])[CH:26]=1. The catalyst class is: 5.